This data is from Catalyst prediction with 721,799 reactions and 888 catalyst types from USPTO. The task is: Predict which catalyst facilitates the given reaction. (1) Reactant: [C:1]1([C:11]2[CH:19]=[CH:18][CH:17]=[C:16]3[C:12]=2[CH:13]=[CH:14][CH2:15]3)[C:10]2[C:5](=[CH:6][CH:7]=[CH:8][CH:9]=2)[CH:4]=[CH:3][CH:2]=1.CS(C)=O.[Br:24]N1C(=O)CCC1=O.C1(C)C=CC(S(O)(=O)=O)=CC=1. Product: [Br:24][C:14]1[CH2:15][C:16]2[C:12]([CH:13]=1)=[C:11]([C:1]1[C:10]3[C:5](=[CH:6][CH:7]=[CH:8][CH:9]=3)[CH:4]=[CH:3][CH:2]=1)[CH:19]=[CH:18][CH:17]=2. The catalyst class is: 226. (2) Reactant: O[CH2:2][C:3]1([CH3:9])[CH2:7][O:6][C:5](=[O:8])[NH:4]1.S(Cl)([Cl:12])=O.N1C=CC=CC=1. Product: [Cl:12][CH2:2][C:3]1([CH3:9])[CH2:7][O:6][C:5](=[O:8])[NH:4]1. The catalyst class is: 26. (3) Reactant: [CH3:1][O:2][C:3]1[CH:8]=[CH:7][C:6]([C:9]2[C:17]3[C:16]([NH:18][CH2:19][CH2:20][CH2:21][CH2:22][CH2:23][CH2:24][C:25]#[N:26])=[N:15][CH:14]=[N:13][C:12]=3[O:11][C:10]=2[C:27]2[CH:32]=[CH:31][CH:30]=[CH:29][CH:28]=2)=[CH:5][CH:4]=1.C[Si]([N:37]=[N+:38]=[N-:39])(C)C.C([Sn](=O)CCCC)CCC. Product: [CH3:1][O:2][C:3]1[CH:4]=[CH:5][C:6]([C:9]2[C:17]3[C:16]([NH:18][CH2:19][CH2:20][CH2:21][CH2:22][CH2:23][CH2:24][C:25]4[NH:39][N:38]=[N:37][N:26]=4)=[N:15][CH:14]=[N:13][C:12]=3[O:11][C:10]=2[C:27]2[CH:28]=[CH:29][CH:30]=[CH:31][CH:32]=2)=[CH:7][CH:8]=1. The catalyst class is: 11.